Dataset: Reaction yield outcomes from USPTO patents with 853,638 reactions. Task: Predict the reaction yield, written as a fraction of the theoretical maximum amount of product (1.0 means a 100% yield; for example, 0.34 means a 34% yield). The reactants are [Br:1][C:2]1[CH:10]=[C:9]2[C:5]([C:6](=[O:12])C(=O)[NH:8]2)=[CH:4][CH:3]=1.[OH-:13].[Na+].Cl. The catalyst is OO. The product is [NH2:8][C:9]1[CH:10]=[C:2]([Br:1])[CH:3]=[CH:4][C:5]=1[C:6]([OH:12])=[O:13]. The yield is 0.210.